From a dataset of Full USPTO retrosynthesis dataset with 1.9M reactions from patents (1976-2016). Predict the reactants needed to synthesize the given product. (1) Given the product [CH3:1][N:2]([C:15]1[CH:35]=[CH:34][C:18]([CH2:19][N:20]2[C:28]3[C:23](=[CH:24][CH:25]=[CH:26][CH:27]=3)[C:22]([CH2:29][C:30]([OH:32])=[O:31])=[N:21]2)=[CH:17][CH:16]=1)[C:3]([C:5]1[CH:14]=[CH:13][C:12]2[C:7](=[CH:8][CH:9]=[CH:10][CH:11]=2)[CH:6]=1)=[O:4], predict the reactants needed to synthesize it. The reactants are: [CH3:1][N:2]([C:15]1[CH:35]=[CH:34][C:18]([CH2:19][N:20]2[C:28]3[C:23](=[CH:24][CH:25]=[CH:26][CH:27]=3)[C:22]([CH2:29][C:30]([O:32]C)=[O:31])=[N:21]2)=[CH:17][CH:16]=1)[C:3]([C:5]1[CH:14]=[CH:13][C:12]2[C:7](=[CH:8][CH:9]=[CH:10][CH:11]=2)[CH:6]=1)=[O:4].O.[OH-].[Li+].O.Cl. (2) The reactants are: [CH:1]([C:4]1[NH:5][C:6]([CH2:9][C:10]#[N:11])=[N:7][N:8]=1)([CH3:3])[CH3:2].C([O:14][C:15](=O)[CH:16]([C:20]1[CH:25]=[CH:24][CH:23]=[CH:22][CH:21]=1)[C:17]([CH3:19])=O)C.C([O-])(=O)C.[NH4+]. Given the product [CH3:19][C:17]1[C:9]([C:10]#[N:11])=[C:6]2[NH:5][C:4]([CH:1]([CH3:3])[CH3:2])=[N:8][N:7]2[C:15](=[O:14])[C:16]=1[C:20]1[CH:25]=[CH:24][CH:23]=[CH:22][CH:21]=1, predict the reactants needed to synthesize it. (3) Given the product [C:1]([Cl:28])(=[O:24])[CH2:2][CH2:3]/[CH:4]=[CH:5]\[CH2:6]/[CH:7]=[CH:8]\[CH2:9]/[CH:10]=[CH:11]\[CH2:12]/[CH:13]=[CH:14]\[CH2:15]/[CH:16]=[CH:17]\[CH2:18]/[CH:19]=[CH:20]\[CH2:21][CH3:22], predict the reactants needed to synthesize it. The reactants are: [C:1]([OH:24])(=O)[CH2:2][CH2:3]/[CH:4]=[CH:5]\[CH2:6]/[CH:7]=[CH:8]\[CH2:9]/[CH:10]=[CH:11]\[CH2:12]/[CH:13]=[CH:14]\[CH2:15]/[CH:16]=[CH:17]\[CH2:18]/[CH:19]=[CH:20]\[CH2:21][CH3:22].C(Cl)(=O)C([Cl:28])=O. (4) Given the product [NH2:7][C@H:5]([CH3:6])[C@H:4]([NH:8][C:9](=[O:26])[C:10]1[CH:11]=[CH:12][C:13](/[CH:16]=[CH:17]/[C:18]#[C:19][C:20]2[CH:21]=[CH:22][CH:23]=[CH:24][CH:25]=2)=[CH:14][CH:15]=1)[C:3](=[O:27])[NH:32][OH:33], predict the reactants needed to synthesize it. The reactants are: CO[C:3](=[O:27])[C@@H:4]([NH:8][C:9](=[O:26])[C:10]1[CH:15]=[CH:14][C:13](/[CH:16]=[CH:17]/[C:18]#[C:19][C:20]2[CH:25]=[CH:24][CH:23]=[CH:22][CH:21]=2)=[CH:12][CH:11]=1)[C@H:5]([NH2:7])[CH3:6].C(O)(C)C.[NH2:32][OH:33].[C-]#N.[K+]. (5) Given the product [CH3:1][C:2]1[N:3]([S:16]([C:19]2[CH:24]=[CH:23][CH:22]=[CH:21][CH:20]=2)(=[O:17])=[O:18])[C:4]([C:11]2[CH:15]=[CH:14][S:13][CH:12]=2)=[CH:5][C:6]=1[CH2:7][OH:8], predict the reactants needed to synthesize it. The reactants are: [CH3:1][C:2]1[N:3]([S:16]([C:19]2[CH:24]=[CH:23][CH:22]=[CH:21][CH:20]=2)(=[O:18])=[O:17])[C:4]([C:11]2[CH:15]=[CH:14][S:13][CH:12]=2)=[CH:5][C:6]=1[C:7](OC)=[O:8].[H-].C([Al+]CC(C)C)C(C)C. (6) Given the product [CH3:4][O:5][C:6]1[CH:7]=[CH:8][C:9]([C:12]2([C:15]3[O:16][C:2]([NH2:1])=[N:18][N:17]=3)[CH2:14][CH2:13]2)=[CH:10][CH:11]=1, predict the reactants needed to synthesize it. The reactants are: [N:1]#[C:2]Br.[CH3:4][O:5][C:6]1[CH:11]=[CH:10][C:9]([C:12]2([C:15]([NH:17][NH2:18])=[O:16])[CH2:14][CH2:13]2)=[CH:8][CH:7]=1.C(=O)(O)[O-].[K+]. (7) Given the product [ClH:1].[NH:17]1[CH2:16][CH2:15][N:14]=[C:13]1[CH2:12][CH2:11][C:8]1[CH:9]=[CH:10][C:5]([NH2:2])=[CH:6][CH:7]=1, predict the reactants needed to synthesize it. The reactants are: [ClH:1].[N+:2]([C:5]1[CH:10]=[CH:9][C:8]([CH2:11][CH2:12][C:13]2[NH:14][CH2:15][CH2:16][N:17]=2)=[CH:7][CH:6]=1)([O-])=O. (8) Given the product [CH:2]1[CH:3]=[N:4][N:5]2[CH:10]=[CH:9][C:8]3[CH2:11][CH2:12][CH:13]([CH2:14][CH2:15][NH:16][C:24](=[O:26])[CH3:25])[C:7]=3[C:6]=12, predict the reactants needed to synthesize it. The reactants are: Cl.[CH:2]1[CH:3]=[N:4][N:5]2[CH:10]=[CH:9][C:8]3[CH2:11][CH2:12][CH:13]([CH2:14][CH2:15][NH2:16])[C:7]=3[C:6]=12.C(N(CC)CC)C.[C:24](OC(=O)C)(=[O:26])[CH3:25].O.